Task: Predict which catalyst facilitates the given reaction.. Dataset: Catalyst prediction with 721,799 reactions and 888 catalyst types from USPTO Reactant: [F:1][C:2]([F:19])([F:18])[C:3]1[N:8]=[C:7]([CH2:9][O:10][C:11]2[CH:16]=[CH:15][NH:14][C:13](=[O:17])[CH:12]=2)[CH:6]=[CH:5][CH:4]=1.Br[C:21]1[CH:26]=[CH:25][C:24]2[C:27]3[CH2:28][N:29]([C:35]([O:37][C:38]([CH3:41])([CH3:40])[CH3:39])=[O:36])[CH2:30][CH2:31][CH2:32][C:33]=3[O:34][C:23]=2[CH:22]=1.C([O-])([O-])=O.[Cs+].[Cs+].CN[C@@H]1CCCC[C@H]1NC. Product: [O:17]=[C:13]1[CH:12]=[C:11]([O:10][CH2:9][C:7]2[CH:6]=[CH:5][CH:4]=[C:3]([C:2]([F:1])([F:18])[F:19])[N:8]=2)[CH:16]=[CH:15][N:14]1[C:21]1[CH:26]=[CH:25][C:24]2[C:27]3[CH2:28][N:29]([C:35]([O:37][C:38]([CH3:41])([CH3:40])[CH3:39])=[O:36])[CH2:30][CH2:31][CH2:32][C:33]=3[O:34][C:23]=2[CH:22]=1. The catalyst class is: 432.